This data is from Full USPTO retrosynthesis dataset with 1.9M reactions from patents (1976-2016). The task is: Predict the reactants needed to synthesize the given product. (1) Given the product [Br:13][C:14]1[CH:15]=[C:16]([O:9][CH:6]2[CH2:7][CH2:8][N:2]([CH3:1])[CH2:3][C:4]3[CH:12]=[CH:11][O:10][C:5]2=3)[CH:17]=[CH:18][C:19]=1[Br:20], predict the reactants needed to synthesize it. The reactants are: [CH3:1][N:2]1[CH2:8][CH2:7][CH:6]([OH:9])[C:5]2[O:10][CH:11]=[CH:12][C:4]=2[CH2:3]1.[Br:13][C:14]1[CH:15]=[C:16](F)[CH:17]=[CH:18][C:19]=1[Br:20]. (2) Given the product [Br:23][C:24]1[CH:29]=[C:28]([C:2]2[N:3]=[C:4]([C:12]3[CH:17]=[CH:16][C:15]([C:18]([F:21])([F:20])[F:19])=[C:14]([CH3:22])[CH:13]=3)[CH:5]=[C:6]([C:8]([F:11])([F:10])[F:9])[N:7]=2)[CH:27]=[CH:26][CH:25]=1, predict the reactants needed to synthesize it. The reactants are: Cl[C:2]1[N:7]=[C:6]([C:8]([F:11])([F:10])[F:9])[CH:5]=[C:4]([C:12]2[CH:17]=[CH:16][C:15]([C:18]([F:21])([F:20])[F:19])=[C:14]([CH3:22])[CH:13]=2)[N:3]=1.[Br:23][C:24]1[CH:25]=[C:26](B(O)O)[CH:27]=[CH:28][CH:29]=1. (3) Given the product [Br:1][C:2]1[CH:11]=[C:10]2[C:5](=[C:4]([O:14][CH3:15])[CH:3]=1)[C:6](=[O:18])[CH2:7][CH2:8][C:9]2([CH3:12])[CH3:13], predict the reactants needed to synthesize it. The reactants are: [Br:1][C:2]1[CH:11]=[C:10]2[C:5]([CH2:6][CH2:7][CH2:8][C:9]2([CH3:13])[CH3:12])=[C:4]([O:14][CH3:15])[CH:3]=1.C(OCC)(=[O:18])C.